Dataset: Full USPTO retrosynthesis dataset with 1.9M reactions from patents (1976-2016). Task: Predict the reactants needed to synthesize the given product. (1) Given the product [NH2:38][CH2:39][CH2:40][CH:41]([NH:48][C:6]([C:5]1[CH:9]=[CH:10][C:2]([Cl:1])=[C:3]([NH:11][C:12]([C:14]2[C:15](=[O:31])[NH:16][C:17]3[C:22]([CH:23]=2)=[CH:21][C:20]([O:24][CH2:25][CH2:26][O:27][CH3:28])=[C:19]([O:29][CH3:30])[CH:18]=3)=[O:13])[CH:4]=1)=[O:8])[C:42]1[CH:47]=[CH:46][CH:45]=[CH:44][CH:43]=1, predict the reactants needed to synthesize it. The reactants are: [Cl:1][C:2]1[CH:10]=[CH:9][C:5]([C:6]([OH:8])=O)=[CH:4][C:3]=1[NH:11][C:12]([C:14]1[C:15](=[O:31])[NH:16][C:17]2[C:22]([CH:23]=1)=[CH:21][C:20]([O:24][CH2:25][CH2:26][O:27][CH3:28])=[C:19]([O:29][CH3:30])[CH:18]=2)=[O:13].C(OC(=O)[NH:38][CH2:39][CH2:40][CH:41]([NH2:48])[C:42]1[CH:47]=[CH:46][CH:45]=[CH:44][CH:43]=1)(C)(C)C. (2) Given the product [CH3:10][O:11][C:12]1[CH:13]=[C:14]([C:2]2[S:6][C:5]3=[N:7][CH:8]=[CH:9][N:4]3[N:3]=2)[CH:15]=[CH:16][C:17]=1[O:18][CH3:19], predict the reactants needed to synthesize it. The reactants are: Br[C:2]1[S:6][C:5]2=[N:7][CH:8]=[CH:9][N:4]2[N:3]=1.[CH3:10][O:11][C:12]1[CH:13]=[C:14](B(O)O)[CH:15]=[CH:16][C:17]=1[O:18][CH3:19].O1CCOCC1.C([O-])([O-])=O.[Na+].[Na+]. (3) Given the product [CH3:29][O:30][C:2]1[C:3]([NH2:14])=[CH:4][C:5]([N:8]2[CH2:13][CH2:12][O:11][CH2:10][CH2:9]2)=[N:6][CH:7]=1, predict the reactants needed to synthesize it. The reactants are: I[C:2]1[C:3]([NH2:14])=[CH:4][C:5]([N:8]2[CH2:13][CH2:12][O:11][CH2:10][CH2:9]2)=[N:6][CH:7]=1.N1C2C(=CC=C3C=2N=CC=C3)C=CC=1.[C:29](=O)([O-])[O-:30].[Cs+].[Cs+]. (4) Given the product [NH2:1][C:2]1[S:3][C:4]2[CH2:15][CH2:14][CH2:13][CH2:12][C:5]=2[C:6]=1[C:7]([OH:9])=[O:8], predict the reactants needed to synthesize it. The reactants are: [NH2:1][C:2]1[S:3][C:4]2[CH2:15][CH2:14][CH2:13][CH2:12][C:5]=2[C:6]=1[C:7]([O:9]CC)=[O:8].